Dataset: CYP2C9 inhibition data for predicting drug metabolism from PubChem BioAssay. Task: Regression/Classification. Given a drug SMILES string, predict its absorption, distribution, metabolism, or excretion properties. Task type varies by dataset: regression for continuous measurements (e.g., permeability, clearance, half-life) or binary classification for categorical outcomes (e.g., BBB penetration, CYP inhibition). Dataset: cyp2c9_veith. (1) The molecule is COc1ccc(-c2cc(C3CCN(c4cc(Cl)nc(N)n4)CC3)[nH]n2)cc1. The result is 1 (inhibitor). (2) The compound is COc1ccc(C2C(C(=O)N3CCOCC3)CCC(=O)N2c2ccc(OC)cc2)cc1. The result is 0 (non-inhibitor). (3) The molecule is CCN[C@@H]1CN(CCCOC)S(=O)(=O)c2sc(S(N)(=O)=O)cc21. The result is 0 (non-inhibitor). (4) The molecule is C[C@H]1CC(C)(C)C[C@@](OCCN2CCCCC2)(c2ccccc2)C1. The result is 0 (non-inhibitor). (5) The drug is Cn1nc(-c2ccc(N3CCOCC3)c(NS(=O)(=O)c3ccc(Cl)cc3)c2)c2ccccc2c1=O. The result is 1 (inhibitor). (6) The drug is CC1CC(=O)c2cnc(N)nc2C1. The result is 0 (non-inhibitor).